This data is from Experimentally validated miRNA-target interactions with 360,000+ pairs, plus equal number of negative samples. The task is: Binary Classification. Given a miRNA mature sequence and a target amino acid sequence, predict their likelihood of interaction. (1) The miRNA is hsa-miR-218-1-3p with sequence AUGGUUCCGUCAAGCACCAUGG. The protein sequence of the target gene is MRTNRLSWILVLSVVIFLVIINTINASDDEERLMVDVFRGYNSLIQPVRNSSELPLIVKMALQLVLLINVDEKDQVMHTNVWLTLQWHDFQMKWNPVNYGEIKQIRVSPDKVWLPDIVLFNNADGNYEVSFMCNVVINHKGDMLWVPPAIYKSSCIIDVEFFPFDEQVCTLVFGSWTYNENEIKLEFVQAELVDVSEYSASSIWDVIDVPASLVNKRSRIEFQVRIRRKTLFYTVVLIIPTVLMAFLSMAVFFLPTDSGEKITLTISVLLSIVVFLLLVSKILPPTSSTIPLMAKYLLLT.... Result: 0 (no interaction). (2) The miRNA is mmu-miR-466d-3p with sequence UAUACAUACACGCACACAUAG. The protein sequence of the target gene is MSALTPPTDMPTPTTDKITQAAMETIYLCKFRVSMDGEWLCLRELDDISLTPDPEPTHEDPNYLMANERMNLMNMAKLSIKGLIESALNLGRTLDSDYAPLQQFFVVMEHCLKHGLKAKKTFLGQNKSFWGPLELVEKLVPEAAEITASVKDLPGLKTPVGRGRAWLRLALMQKKLSEYMKALINKKELLSEFYEVNALMMEEEGAIIAGLLVGLNVIDANFCMKGEDLDSQVGVIDFSMYLKDGNSSKGSEGDGQITAILDQKNYVEELNRHLNATVNNLQTKVDLLEKSNTKLTEELA.... Result: 0 (no interaction).